Dataset: Reaction yield outcomes from USPTO patents with 853,638 reactions. Task: Predict the reaction yield, written as a fraction of the theoretical maximum amount of product (1.0 means a 100% yield; for example, 0.34 means a 34% yield). (1) The reactants are Cl[C:2]1[CH:3]=[CH:4][C:5]([O:18][C:19]([F:22])([F:21])[F:20])=[C:6]2[C:10]=1[N:9]([CH2:11][CH2:12][O:13][CH3:14])[CH:8]=[C:7]2[C:15]([OH:17])=[O:16]. The catalyst is CO.[Pd]. The product is [CH3:14][O:13][CH2:12][CH2:11][N:9]1[C:10]2[C:6](=[C:5]([O:18][C:19]([F:20])([F:21])[F:22])[CH:4]=[CH:3][CH:2]=2)[C:7]([C:15]([OH:17])=[O:16])=[CH:8]1. The yield is 0.550. (2) The reactants are [OH:1][C:2]1[CH:7]=[CH:6][C:5]2[C:8]3([CH2:24][O:25][C:4]=2[CH:3]=1)[C:16]1[C:11](=[CH:12][CH:13]=[CH:14][CH:15]=1)[N:10]([CH2:17][C@H:18]1[CH2:22][CH2:21][CH2:20][O:19]1)[C:9]3=[O:23].C(=O)([O-])[O-].[K+].[K+].Br[CH2:33][C:34]([O:36][CH3:37])=[O:35]. The catalyst is CC(=O)CC. The product is [CH3:37][O:36][C:34](=[O:35])[CH2:33][O:1][C:2]1[CH:7]=[CH:6][C:5]2[C:8]3([CH2:24][O:25][C:4]=2[CH:3]=1)[C:16]1[C:11](=[CH:12][CH:13]=[CH:14][CH:15]=1)[N:10]([CH2:17][C@H:18]1[CH2:22][CH2:21][CH2:20][O:19]1)[C:9]3=[O:23]. The yield is 0.870. (3) The reactants are [CH3:1][O:2][C:3]1[C:4]([OH:9])=[N:5][CH:6]=[CH:7][CH:8]=1.[N+:10]([O-])([OH:12])=[O:11]. The catalyst is S(=O)(=O)(O)O. The product is [CH3:1][O:2][C:3]1[C:4]([OH:9])=[N:5][CH:6]=[C:7]([N+:10]([O-:12])=[O:11])[CH:8]=1. The yield is 0.830. (4) The reactants are [Cl:1][C:2]1[CH:3]=[C:4]([CH:8]([C:20]2([OH:26])[CH2:25][CH2:24][CH2:23][CH2:22][CH2:21]2)[C:9]([N:11]2[CH2:16][CH2:15][N:14](C([O-])=O)[CH2:13][CH2:12]2)=O)[CH:5]=[CH:6][CH:7]=1.B.Cl.CO. The catalyst is O1CCCC1. The product is [Cl:1][C:2]1[CH:3]=[C:4]([CH:8]([C:20]2([OH:26])[CH2:21][CH2:22][CH2:23][CH2:24][CH2:25]2)[CH2:9][N:11]2[CH2:16][CH2:15][NH:14][CH2:13][CH2:12]2)[CH:5]=[CH:6][CH:7]=1. The yield is 0.990. (5) The reactants are C1(O[C:8](=[O:23])[NH:9][C:10]2[CH:11]=[C:12]3[C:16](=[CH:17][CH:18]=2)[CH2:15][C:14]2([O:22][CH2:21][CH2:20][O:19]2)[CH2:13]3)C=CC=CC=1.[OH2:24].[NH2:25][NH2:26].[O:27]1[CH2:32][CH2:31]OCC1. No catalyst specified. The product is [CH2:15]1[C:16]2[C:12](=[CH:11][C:10]([N:9]3[C:8]([OH:23])=[N:26][N:25]=[C:16]3[C:12]3[CH:11]=[C:31]([CH:18]([CH3:17])[CH3:10])[C:32]([OH:27])=[CH:14][C:13]=3[OH:24])=[CH:18][CH:17]=2)[CH2:13][C:14]21[O:19][CH2:20][CH2:21][O:22]2. The yield is 0.770. (6) The reactants are Br[C:2]1[CH:7]=[CH:6][C:5]([Cl:8])=[CH:4][CH:3]=1.[CH3:9][O:10][C:11]1[CH:16]=[CH:15][C:14]([N:17]2[CH2:22][CH2:21][N:20]([C:23]3[C:24]([CH3:37])=[C:25]([CH3:36])[C:26]4[O:30][C:29]([CH3:32])([CH3:31])[C:28](=[O:33])[C:27]=4[C:34]=3[CH3:35])[CH2:19][CH2:18]2)=[CH:13][CH:12]=1. The catalyst is CCCCCC. The product is [Cl:8][C:5]1[CH:6]=[CH:7][C:2]([C:28]2([OH:33])[C:27]3[C:34]([CH3:35])=[C:23]([N:20]4[CH2:21][CH2:22][N:17]([C:14]5[CH:15]=[CH:16][C:11]([O:10][CH3:9])=[CH:12][CH:13]=5)[CH2:18][CH2:19]4)[C:24]([CH3:37])=[C:25]([CH3:36])[C:26]=3[O:30][C:29]2([CH3:31])[CH3:32])=[CH:3][CH:4]=1. The yield is 0.710. (7) The reactants are [CH3:1][O:2][C:3]1[CH:8]=[CH:7][C:6]([C:9]2[CH:10]=[N:11][C:12]([NH:15][C:16]3[CH:33]=[CH:32][C:19]([O:20][CH2:21][CH2:22][N:23]4[CH2:28][CH2:27][CH:26]([C:29]([OH:31])=[O:30])[CH2:25][CH2:24]4)=[CH:18][CH:17]=3)=[N:13][CH:14]=2)=[CH:5][CH:4]=1.Cl[CH2:35][CH2:36]OC1C=CC(NC2N=CC(C3C=CC(OC)=CC=3)=CN=2)=CC=1.[I-].[Na+].N1CCC(C(OCC)=O)CC1. The catalyst is CN(C=O)C. The product is [CH2:35]([O:30][C:29]([CH:26]1[CH2:25][CH2:24][N:23]([CH2:22][CH2:21][O:20][C:19]2[CH:32]=[CH:33][C:16]([NH:15][C:12]3[N:11]=[CH:10][C:9]([C:6]4[CH:5]=[CH:4][C:3]([O:2][CH3:1])=[CH:8][CH:7]=4)=[CH:14][N:13]=3)=[CH:17][CH:18]=2)[CH2:28][CH2:27]1)=[O:31])[CH3:36]. The yield is 0.500.